Dataset: NCI-60 drug combinations with 297,098 pairs across 59 cell lines. Task: Regression. Given two drug SMILES strings and cell line genomic features, predict the synergy score measuring deviation from expected non-interaction effect. (1) Drug 1: CC1=CC=C(C=C1)C2=CC(=NN2C3=CC=C(C=C3)S(=O)(=O)N)C(F)(F)F. Drug 2: CCC1(C2=C(COC1=O)C(=O)N3CC4=CC5=C(C=CC(=C5CN(C)C)O)N=C4C3=C2)O.Cl. Cell line: KM12. Synergy scores: CSS=16.1, Synergy_ZIP=0.511, Synergy_Bliss=16.5, Synergy_Loewe=-18.2, Synergy_HSA=2.86. (2) Drug 1: C1=CC=C(C(=C1)C(C2=CC=C(C=C2)Cl)C(Cl)Cl)Cl. Drug 2: COCCOC1=C(C=C2C(=C1)C(=NC=N2)NC3=CC=CC(=C3)C#C)OCCOC.Cl. Cell line: NCI/ADR-RES. Synergy scores: CSS=2.83, Synergy_ZIP=1.52, Synergy_Bliss=3.09, Synergy_Loewe=-3.88, Synergy_HSA=-1.78. (3) Cell line: MCF7. Synergy scores: CSS=18.1, Synergy_ZIP=6.36, Synergy_Bliss=6.21, Synergy_Loewe=-9.88, Synergy_HSA=5.75. Drug 1: CCC(=C(C1=CC=CC=C1)C2=CC=C(C=C2)OCCN(C)C)C3=CC=CC=C3.C(C(=O)O)C(CC(=O)O)(C(=O)O)O. Drug 2: CC1C(C(CC(O1)OC2CC(OC(C2O)C)OC3=CC4=CC5=C(C(=O)C(C(C5)C(C(=O)C(C(C)O)O)OC)OC6CC(C(C(O6)C)O)OC7CC(C(C(O7)C)O)OC8CC(C(C(O8)C)O)(C)O)C(=C4C(=C3C)O)O)O)O. (4) Drug 1: CC1=C(C=C(C=C1)NC2=NC=CC(=N2)N(C)C3=CC4=NN(C(=C4C=C3)C)C)S(=O)(=O)N.Cl. Drug 2: CN(C(=O)NC(C=O)C(C(C(CO)O)O)O)N=O. Cell line: CCRF-CEM. Synergy scores: CSS=-7.19, Synergy_ZIP=-0.788, Synergy_Bliss=-11.5, Synergy_Loewe=-12.5, Synergy_HSA=-11.6. (5) Drug 1: CC1CCC2CC(C(=CC=CC=CC(CC(C(=O)C(C(C(=CC(C(=O)CC(OC(=O)C3CCCCN3C(=O)C(=O)C1(O2)O)C(C)CC4CCC(C(C4)OC)OCCO)C)C)O)OC)C)C)C)OC. Drug 2: CN(CCCl)CCCl.Cl. Cell line: SN12C. Synergy scores: CSS=26.6, Synergy_ZIP=-7.12, Synergy_Bliss=-0.803, Synergy_Loewe=-8.25, Synergy_HSA=-1.16. (6) Drug 1: CCC1=CC2CC(C3=C(CN(C2)C1)C4=CC=CC=C4N3)(C5=C(C=C6C(=C5)C78CCN9C7C(C=CC9)(C(C(C8N6C)(C(=O)OC)O)OC(=O)C)CC)OC)C(=O)OC.C(C(C(=O)O)O)(C(=O)O)O. Drug 2: CN(C)N=NC1=C(NC=N1)C(=O)N. Cell line: RXF 393. Synergy scores: CSS=24.4, Synergy_ZIP=0.987, Synergy_Bliss=-1.79, Synergy_Loewe=-36.7, Synergy_HSA=-1.20.